Dataset: Reaction yield outcomes from USPTO patents with 853,638 reactions. Task: Predict the reaction yield, written as a fraction of the theoretical maximum amount of product (1.0 means a 100% yield; for example, 0.34 means a 34% yield). The reactants are [C:1]([O:5][C:6](=[O:41])[CH2:7][N:8]([C:16]1[CH:21]=[CH:20][CH:19]=[C:18]([CH:22]([CH2:33][C:34]2[CH:39]=[CH:38][C:37](Br)=[CH:36][CH:35]=2)[NH:23][S:24]([C:27]2[CH:28]=[N:29][CH:30]=[CH:31][CH:32]=2)(=[O:26])=[O:25])[N:17]=1)[C:9]([O:11][C:12]([CH3:15])([CH3:14])[CH3:13])=[O:10])([CH3:4])([CH3:3])[CH3:2].[F:42][C:43]1[CH:48]=[CH:47][C:46](B(O)O)=[CH:45][CH:44]=1.P([O-])([O-])([O-])=O.[K+].[K+].[K+].C1(P(C2CCCCC2)C2CCCCC2)CCCCC1.[Cl-].[Na+]. The catalyst is C1(C)C=CC=CC=1.C([O-])(=O)C.[Pd+2].C([O-])(=O)C.O. The product is [C:1]([O:5][C:6](=[O:41])[CH2:7][N:8]([C:9]([O:11][C:12]([CH3:15])([CH3:14])[CH3:13])=[O:10])[C:16]1[CH:21]=[CH:20][CH:19]=[C:18]([CH:22]([CH2:33][C:34]2[CH:39]=[CH:38][C:37]([C:46]3[CH:47]=[CH:48][C:43]([F:42])=[CH:44][CH:45]=3)=[CH:36][CH:35]=2)[NH:23][S:24]([C:27]2[CH:28]=[N:29][CH:30]=[CH:31][CH:32]=2)(=[O:26])=[O:25])[N:17]=1)([CH3:4])([CH3:3])[CH3:2]. The yield is 0.940.